From a dataset of Reaction yield outcomes from USPTO patents with 853,638 reactions. Predict the reaction yield, written as a fraction of the theoretical maximum amount of product (1.0 means a 100% yield; for example, 0.34 means a 34% yield). (1) The reactants are C(=O)([O-])[O-].[K+].[K+].[I:7][C:8]1[CH:13]=[CH:12][C:11]([OH:14])=[CH:10][CH:9]=1.CS(O[CH:20]([CH3:42])[CH2:21][O:22][C:23]([C:36]1[CH:41]=[CH:40][CH:39]=[CH:38][CH:37]=1)([C:30]1[CH:35]=[CH:34][CH:33]=[CH:32][CH:31]=1)[C:24]1[CH:29]=[CH:28][CH:27]=[CH:26][CH:25]=1)(=O)=O. The catalyst is O. The product is [I:7][C:8]1[CH:13]=[CH:12][C:11]([O:14][CH:20]([CH3:42])[CH2:21][O:22][C:23]([C:30]2[CH:35]=[CH:34][CH:33]=[CH:32][CH:31]=2)([C:24]2[CH:25]=[CH:26][CH:27]=[CH:28][CH:29]=2)[C:36]2[CH:41]=[CH:40][CH:39]=[CH:38][CH:37]=2)=[CH:10][CH:9]=1. The yield is 0.460. (2) The reactants are [Br:1][C:2]1[CH:3]=[CH:4][C:5]([OH:8])=[N:6][CH:7]=1.I[CH:10]([CH3:12])[CH3:11].C([O-])([O-])=O.[K+].[K+]. The catalyst is CN(C=O)C.O. The product is [Br:1][C:2]1[CH:3]=[CH:4][C:5](=[O:8])[N:6]([CH:10]([CH3:12])[CH3:11])[CH:7]=1. The yield is 0.310. (3) The reactants are [I:1][C:2]1[CH:3]=[C:4]2[C:9](=[N:10][C:11]=1[O:12][CH3:13])[N:8]([CH3:14])[CH:7]=[C:6]([C:15]([OH:17])=O)[C:5]2=[O:18].C1C=CC(OP(Cl)(OC2C=CC=CC=2)=O)=CC=1.C(N(CC)CC)C.[Cl:43][C:44]1[CH:51]=[CH:50][C:47]([CH2:48][NH2:49])=[CH:46][CH:45]=1. The catalyst is C(Cl)Cl. The product is [Cl:43][C:44]1[CH:51]=[CH:50][C:47]([CH2:48][NH:49][C:15]([C:6]2[C:5](=[O:18])[C:4]3[C:9](=[N:10][C:11]([O:12][CH3:13])=[C:2]([I:1])[CH:3]=3)[N:8]([CH3:14])[CH:7]=2)=[O:17])=[CH:46][CH:45]=1. The yield is 0.290. (4) The reactants are I[C:2]1[CH:3]=[C:4]([C:8]2[O:12][N:11]=[C:10]([CH2:13][S:14][C:15]3[N:19]([CH3:20])[C:18]([C:21]4[S:22][CH:23]=[CH:24][CH:25]=4)=[N:17][N:16]=3)[N:9]=2)[CH:5]=[CH:6][CH:7]=1.[O:26]1[CH:30]=[CH:29][C:28](B(O)O)=[CH:27]1.COCCOC.C(=O)([O-])[O-].[Na+].[Na+]. The catalyst is C(OCC)(=O)C.C1C=CC([P]([Pd]([P](C2C=CC=CC=2)(C2C=CC=CC=2)C2C=CC=CC=2)([P](C2C=CC=CC=2)(C2C=CC=CC=2)C2C=CC=CC=2)[P](C2C=CC=CC=2)(C2C=CC=CC=2)C2C=CC=CC=2)(C2C=CC=CC=2)C2C=CC=CC=2)=CC=1. The product is [O:26]1[CH:30]=[CH:29][C:28]([C:2]2[CH:3]=[C:4]([C:8]3[O:12][N:11]=[C:10]([CH2:13][S:14][C:15]4[N:19]([CH3:20])[C:18]([C:21]5[S:22][CH:23]=[CH:24][CH:25]=5)=[N:17][N:16]=4)[N:9]=3)[CH:5]=[CH:6][CH:7]=2)=[CH:27]1. The yield is 0.570. (5) The reactants are [C:1]([N:8]1[CH2:13][CH2:12][CH:11]([NH2:14])[CH2:10][CH2:9]1)([O:3][C:4]([CH3:7])([CH3:6])[CH3:5])=[O:2].Cl[C:16]1[N:21]=[CH:20][CH:19]=[CH:18][N:17]=1.C(N(C(C)C)CC)(C)C. The catalyst is C(O)(C)C. The product is [C:4]([O:3][C:1]([N:8]1[CH2:13][CH2:12][CH:11]([NH:14][C:16]2[N:21]=[CH:20][CH:19]=[CH:18][N:17]=2)[CH2:10][CH2:9]1)=[O:2])([CH3:7])([CH3:6])[CH3:5]. The yield is 0.630. (6) The reactants are [NH2:1][CH2:2][CH2:3][CH2:4][C:5]([CH3:43])([CH3:42])[CH2:6][CH:7]([NH:30][S:31]([C:34]1[CH:39]=[CH:38][C:37]([O:40][CH3:41])=[CH:36][CH:35]=1)(=[O:33])=[O:32])[C@H:8]([OH:29])[C@@H:9]([NH:17][C:18](=[O:28])[O:19][C@@H:20]1[C@H:27]2[C@H:23]([O:24][CH2:25][CH2:26]2)[O:22][CH2:21]1)[CH2:10][C:11]1[CH:16]=[CH:15][CH:14]=[CH:13][CH:12]=1.NCCCC(C)(C)CC(NS(C1C=CC(OC)=CC=1)(=O)=O)[C@H](O)[C@@H](NC(=O)O[C@H]1[C@@H]2[C@@H](OCC2)OC1)CC1C=CC=CC=1.C(N(CC)C(C)C)(C)C.[CH3:96][N:97]([CH3:101])[C:98](Cl)=[O:99]. The catalyst is C1COCC1. The product is [CH2:10]([C@H:9]([NH:17][C:18](=[O:28])[O:19][C@H:20]1[C@@H:27]2[C@@H:23]([O:24][CH2:25][CH2:26]2)[O:22][CH2:21]1)[C@@H:8]([OH:29])[CH:7]([NH:30][S:31]([C:34]1[CH:39]=[CH:38][C:37]([O:40][CH3:41])=[CH:36][CH:35]=1)(=[O:33])=[O:32])[CH2:6][C:5]([CH3:43])([CH3:42])[CH2:4][CH2:3][CH2:2][NH:1][C:98]([N:97]([CH3:101])[CH3:96])=[O:99])[C:11]1[CH:12]=[CH:13][CH:14]=[CH:15][CH:16]=1. The yield is 0.790.